From a dataset of Experimentally validated miRNA-target interactions with 360,000+ pairs, plus equal number of negative samples. Binary Classification. Given a miRNA mature sequence and a target amino acid sequence, predict their likelihood of interaction. (1) The miRNA is hsa-miR-4642 with sequence AUGGCAUCGUCCCCUGGUGGCU. The protein sequence of the target gene is MSEAGEATTGGTTLPQAAADAPAAAPPDPAPKSPAASGAPQAPAPAALLAGSPGGDAAPGPAPASSAPAGGEDAEKKVLATKVLGTVKWFNVRNGYGFINRNDTKEDVFVHQTAIKKNNPRKYLRSVGDGETVEFDVVEGEKGAEAANVTGPDGVPVEGSRYAADRRRYRRGYYGRRRGPPRNYAGEEEEEGSGSSEGFEPPAADGQFSGARNQLRRPQYRPPYRQRRFPPYHVGQTFDRRSRVFPHPNRMQAGEIGEMKDGVPEGTQLQAHRNPTYRPRFRRGPARPRPAPAIGEAEDK.... Result: 0 (no interaction). (2) The miRNA is hsa-miR-146a-3p with sequence CCUCUGAAAUUCAGUUCUUCAG. The protein sequence of the target gene is MSVRYTLNLRVFWPLVTGLCTALVCLYHALRSSEDARAESPDGADSGFPLLKVAILLLLGYILLRCRHAIRQRLLPGSSRPRGHANFSARSLQEPGLSILLESYYEHEVRLSPHVLGHSKAHVSRIVGELVQAGRARGSPGLITGGALALAFRGDFIQVGSAYEQHKIRRPDSFDVLVPLRLPPQVALEPRSLGTEPSLTPAFRSCFVCALKAPPSPSGASTGQWHRDCKPFAEGFCVDVQGRRHLSATLVLRWFQAHLQRSLATVRYSLEGRCRVSLTPGSLEQPPTLHILPCRTDYGC.... Result: 0 (no interaction).